This data is from Catalyst prediction with 721,799 reactions and 888 catalyst types from USPTO. The task is: Predict which catalyst facilitates the given reaction. (1) Reactant: [CH3:1][N:2]([CH3:28])[C:3]1[CH:8]=[CH:7][C:6]([C:9]2[CH:10]=[C:11]3[N:17]=[C:16]([CH2:18][CH2:19][C:20]4[N:25]=[C:24]([NH2:26])[CH:23]=[C:22]([CH3:27])[CH:21]=4)[NH:15][C:12]3=[N:13][CH:14]=2)=[CH:5][CH:4]=1.[ClH:29]. Product: [ClH:29].[NH2:26][C:24]1[CH:23]=[C:22]([CH3:27])[CH:21]=[C:20]([CH2:19][CH2:18][C:16]2[NH:15][C:12]3=[N:13][CH:14]=[C:9]([C:6]4[CH:7]=[CH:8][C:3]([N:2]([CH3:28])[CH3:1])=[CH:4][CH:5]=4)[CH:10]=[C:11]3[N:17]=2)[N:25]=1. The catalyst class is: 268. (2) Reactant: [NH2:1][C:2]1[CH:3]=[C:4]([C:8]2[CH:13]=[CH:12][N:11]=[C:10]([NH:14][CH2:15][CH2:16][C:17]3[CH:22]=[CH:21][C:20]([O:23][CH3:24])=[C:19]([O:25][CH3:26])[CH:18]=3)[N:9]=2)[CH:5]=[CH:6][CH:7]=1.[CH3:27][O:28][CH2:29][C:30](O)=[O:31].CCN=C=NCCCN(C)C.C1C=CC2N(O)N=NC=2C=1. Product: [CH3:26][O:25][C:19]1[CH:18]=[C:17]([CH2:16][CH2:15][NH:14][C:10]2[N:9]=[C:8]([C:4]3[CH:3]=[C:2]([NH:1][C:30](=[O:31])[CH2:29][O:28][CH3:27])[CH:7]=[CH:6][CH:5]=3)[CH:13]=[CH:12][N:11]=2)[CH:22]=[CH:21][C:20]=1[O:23][CH3:24]. The catalyst class is: 39.